From a dataset of Peptide-MHC class II binding affinity with 134,281 pairs from IEDB. Regression. Given a peptide amino acid sequence and an MHC pseudo amino acid sequence, predict their binding affinity value. This is MHC class II binding data. (1) The peptide sequence is EDPLFQLVSKLYEVV. The MHC is DRB1_0901 with pseudo-sequence DRB1_0901. The binding affinity (normalized) is 0.589. (2) The MHC is DRB1_0802 with pseudo-sequence DRB1_0802. The peptide sequence is YDKFLANVSQVLTGK. The binding affinity (normalized) is 0.441. (3) The peptide sequence is PEKPDSVTPMILKAQK. The MHC is DRB4_0101 with pseudo-sequence DRB4_0103. The binding affinity (normalized) is 0.655. (4) The peptide sequence is HFDLSGHAFGAMAKK. The MHC is DRB3_0202 with pseudo-sequence DRB3_0202. The binding affinity (normalized) is 0.0643. (5) The peptide sequence is TGVMRGNHYAFVGVM. The MHC is HLA-DQA10201-DQB10402 with pseudo-sequence HLA-DQA10201-DQB10402. The binding affinity (normalized) is 0.561. (6) The peptide sequence is YDKFLANVSTDLTGK. The MHC is DRB1_0101 with pseudo-sequence DRB1_0101. The binding affinity (normalized) is 0.742. (7) The peptide sequence is GTLWCGHGNKSSGPNELG. The MHC is DRB5_0101 with pseudo-sequence DRB5_0101. The binding affinity (normalized) is 0.0641.